This data is from Full USPTO retrosynthesis dataset with 1.9M reactions from patents (1976-2016). The task is: Predict the reactants needed to synthesize the given product. (1) The reactants are: N1C2C=CC=[C:9]([CH:10]=[O:11])C=2N=N1.N[C:13]1[CH:21]=[CH:20][C:16]2[NH:17][N:18]=[N:19][C:15]=2[CH:14]=1.C(=NO)C. Given the product [C:10]([C:13]1[CH:21]=[CH:20][C:16]2[NH:17][N:18]=[N:19][C:15]=2[CH:14]=1)(=[O:11])[CH3:9], predict the reactants needed to synthesize it. (2) Given the product [Br:13][C:7]1[CH:8]=[C:9]([CH:10]([CH3:12])[CH3:11])[C:2]([OH:1])=[C:3]([CH:6]=1)[CH:4]=[O:5], predict the reactants needed to synthesize it. The reactants are: [OH:1][C:2]1[C:9]([CH:10]([CH3:12])[CH3:11])=[CH:8][CH:7]=[CH:6][C:3]=1[CH:4]=[O:5].[Br:13]N1C(=O)CCC1=O.